Dataset: Full USPTO retrosynthesis dataset with 1.9M reactions from patents (1976-2016). Task: Predict the reactants needed to synthesize the given product. Given the product [C:16]1([CH3:19])[CH:17]=[CH:18][C:13]([C:2]2[C:7]([C:8]([F:11])([F:10])[F:9])=[CH:6][CH:5]=[CH:4][N:3]=2)=[CH:14][CH:15]=1, predict the reactants needed to synthesize it. The reactants are: Cl[C:2]1[C:7]([C:8]([F:11])([F:10])[F:9])=[CH:6][CH:5]=[CH:4][N:3]=1.B(O)(O)[C:13]1[CH:14]=[CH:15][C:16]([CH3:19])=[CH:17][CH:18]=1.C([O-])([O-])=O.[Na+].[Na+].